This data is from Catalyst prediction with 721,799 reactions and 888 catalyst types from USPTO. The task is: Predict which catalyst facilitates the given reaction. (1) Reactant: [NH2:1][C:2]1[C:7]([CH2:8]O)=[C:6]([CH:10]2[CH2:15][CH2:14][CH2:13][N:12]([C:16]([O:18][C:19]([CH3:22])([CH3:21])[CH3:20])=[O:17])[CH2:11]2)[CH:5]=[C:4]([C:23]2[C:28]([O:29][CH2:30][C:31]3[CH:36]=[CH:35][C:34]([O:37][CH3:38])=[CH:33][CH:32]=3)=[CH:27][CH:26]=[CH:25][C:24]=2[O:39][CH2:40][CH:41]2[CH2:43][CH2:42]2)[N:3]=1.[CH2:44]=[O:45].Cl. Product: [C:6]([CH:11]1[CH:10]([C:6]2[C:7]3[CH2:8][O:45][CH2:44][NH:1][C:2]=3[N:3]=[C:4]([C:23]3[C:28]([O:29][CH2:30][C:31]4[CH:36]=[CH:35][C:34]([O:37][CH3:38])=[CH:33][CH:32]=4)=[CH:27][CH:26]=[CH:25][C:24]=3[O:39][CH2:40][CH:41]3[CH2:43][CH2:42]3)[CH:5]=2)[CH2:15][CH2:14][CH2:13][N:12]1[C:16]([O:18][C:19]([CH3:21])([CH3:20])[CH3:22])=[O:17])([CH3:10])([CH3:7])[CH3:5]. The catalyst class is: 12. (2) Reactant: [CH3:1][C:2]1[CH:3]=[C:4]([OH:17])[CH:5]=[CH:6][C:7]=1[CH2:8][CH2:9][CH2:10][CH2:11][N:12]1[CH:16]=[CH:15][N:14]=[N:13]1.[H-].[Na+].Cl[CH2:21][C:22]1[CH:23]=[N:24][CH:25]=[C:26]([C:28]2[CH:33]=[CH:32][C:31]([O:34][C:35]([F:38])([F:37])[F:36])=[CH:30][CH:29]=2)[CH:27]=1.O. Product: [CH3:1][C:2]1[CH:3]=[C:4]([CH:5]=[CH:6][C:7]=1[CH2:8][CH2:9][CH2:10][CH2:11][N:12]1[CH:16]=[CH:15][N:14]=[N:13]1)[O:17][CH2:21][C:22]1[CH:23]=[N:24][CH:25]=[C:26]([C:28]2[CH:29]=[CH:30][C:31]([O:34][C:35]([F:38])([F:36])[F:37])=[CH:32][CH:33]=2)[CH:27]=1. The catalyst class is: 9. (3) Reactant: C[O:2][CH:3](OC)[C:4]1[CH:5]=[CH:6][C:7]2[C:8]3[N:9]([N:24]=[CH:25][N:26]=3)[C:10](=[O:23])[N:11]([CH2:14][C:15]3[CH:20]=[CH:19][C:18]([O:21][CH3:22])=[CH:17][CH:16]=3)[C:12]=2[N:13]=1.C1COCC1.Cl.C(=O)(O)[O-].[Na+]. Product: [CH3:22][O:21][C:18]1[CH:17]=[CH:16][C:15]([CH2:14][N:11]2[C:12]3[N:13]=[C:4]([CH:3]=[O:2])[CH:5]=[CH:6][C:7]=3[C:8]3=[N:26][CH:25]=[N:24][N:9]3[C:10]2=[O:23])=[CH:20][CH:19]=1. The catalyst class is: 6. (4) Reactant: C([N:8]1[CH2:13][CH2:12][CH:11]([C:14]2[O:15][C:16]([CH3:20])=[C:17]([CH3:19])[N:18]=2)[CH2:10][CH2:9]1)C1C=CC=CC=1.[H][H]. Product: [CH3:19][C:17]1[N:18]=[C:14]([CH:11]2[CH2:12][CH2:13][NH:8][CH2:9][CH2:10]2)[O:15][C:16]=1[CH3:20]. The catalyst class is: 45. (5) Reactant: C([NH:4][C:5]1[N:6]=[C:7](C2N=CNN=2)[C:8]2[N:14]=[C:13]([C:15]3[CH:20]=[CH:19][C:18]([F:21])=[CH:17][CH:16]=3)[CH:12]=[CH:11][C:9]=2[N:10]=1)(=O)C.[H-].[Na+].[CH:29]1([CH2:32][OH:33])[CH2:31][CH2:30]1. Product: [NH2:4][C:5]1[N:6]=[C:7]([O:33][CH2:32][CH:29]2[CH2:31][CH2:30]2)[C:8]2[N:14]=[C:13]([C:15]3[CH:16]=[CH:17][C:18]([F:21])=[CH:19][CH:20]=3)[CH:12]=[CH:11][C:9]=2[N:10]=1. The catalyst class is: 12. (6) Reactant: C([O:8][C:9]1[C:10]([N+:25]([O-])=O)=[C:11]([CH:22]=[CH:23][CH:24]=1)[C:12]([NH:14][C:15]1[CH:20]=[CH:19][C:18]([Cl:21])=[CH:17][N:16]=1)=[O:13])C1C=CC=CC=1.CC1C(C)=C(C)C(C)=C(C)C=1. Product: [NH2:25][C:10]1[C:9]([OH:8])=[CH:24][CH:23]=[CH:22][C:11]=1[C:12]([NH:14][C:15]1[CH:20]=[CH:19][C:18]([Cl:21])=[CH:17][N:16]=1)=[O:13]. The catalyst class is: 55. (7) Reactant: [Cl:1][C:2]1[CH:9]=[CH:8][C:5]([CH2:6][NH2:7])=[CH:4][CH:3]=1.ClC(Cl)(O[C:14](=[O:20])[O:15][C:16](Cl)(Cl)Cl)Cl.[N-:22]=[C:23]=[O:24]. Product: [Cl:1][C:2]1[CH:9]=[CH:8][C:5]([CH2:6][NH:7][C:23]([NH:22][C:5]2[C:6]3[NH:7][C:14](=[O:20])[O:15][C:16]=3[CH:2]=[CH:3][CH:4]=2)=[O:24])=[CH:4][CH:3]=1. The catalyst class is: 329. (8) Reactant: [F:1][C:2]1[C:7]2[NH:8][C:9](=[O:19])[N:10]([CH:13]3[CH2:18][CH2:17][NH:16][CH2:15][CH2:14]3)[CH2:11][CH2:12][C:6]=2[CH:5]=[CH:4][CH:3]=1.Cl[C:21]1[N:26]=[CH:25][N:24]=[C:23]([C:27]([C:29]2[CH:39]=[C:38]([CH3:40])[C:32]3[N:33]([CH3:37])[C:34](=[O:36])[O:35][C:31]=3[CH:30]=2)=[O:28])[CH:22]=1.CCN(C(C)C)C(C)C. Product: [CH3:37][N:33]1[C:32]2[C:38]([CH3:40])=[CH:39][C:29]([C:27]([C:23]3[N:24]=[CH:25][N:26]=[C:21]([N:16]4[CH2:15][CH2:14][CH:13]([N:10]5[CH2:11][CH2:12][C:6]6[CH:5]=[CH:4][CH:3]=[C:2]([F:1])[C:7]=6[NH:8][C:9]5=[O:19])[CH2:18][CH2:17]4)[CH:22]=3)=[O:28])=[CH:30][C:31]=2[O:35][C:34]1=[O:36]. The catalyst class is: 121.